Dataset: Forward reaction prediction with 1.9M reactions from USPTO patents (1976-2016). Task: Predict the product of the given reaction. (1) Given the reactants [OH:1][C:2]1[CH:3]=[C:4]([C:12]([O:14][CH3:15])=[O:13])[CH:5]=[C:6]([CH:11]=1)[C:7]([O:9][CH3:10])=[O:8].CC(C)([O-])C.[K+].[C:22]([F:37])([O:26][C:27]([F:36])([F:35])[C:28]([F:34])([F:33])[C:29]([F:32])([F:31])[F:30])=[C:23]([F:25])[F:24], predict the reaction product. The product is: [F:25][C:23]([F:24])([O:1][C:2]1[CH:11]=[C:6]([C:7]([O:9][CH3:10])=[O:8])[CH:5]=[C:4]([CH:3]=1)[C:12]([O:14][CH3:15])=[O:13])[CH:22]([F:37])[O:26][C:27]([F:35])([F:36])[C:28]([F:33])([F:34])[C:29]([F:30])([F:31])[F:32]. (2) Given the reactants CN(OC)[C:3](=[O:13])[CH2:4][NH:5][C:6]([O:8][C:9]([CH3:12])([CH3:11])[CH3:10])=[O:7].[CH:16]([Mg]Cl)([CH3:18])[CH3:17].Cl, predict the reaction product. The product is: [C:9]([O:8][C:6]([NH:5][CH2:4][C:3](=[O:13])[CH:16]([CH3:18])[CH3:17])=[O:7])([CH3:10])([CH3:11])[CH3:12]. (3) Given the reactants [CH2:1]([O:8][CH:9]1[CH2:12][C:11](=[O:13])[CH2:10]1)[C:2]1[CH:7]=[CH:6][CH:5]=[CH:4][CH:3]=1.[H-].[H-].[H-].[H-].[Li+].[Al+3], predict the reaction product. The product is: [CH2:1]([O:8][CH:9]1[CH2:12][CH:11]([OH:13])[CH2:10]1)[C:2]1[CH:7]=[CH:6][CH:5]=[CH:4][CH:3]=1. (4) Given the reactants CC(OI1(OC(C)=O)(OC(C)=O)OC(=O)C2C=CC=CC1=2)=O.C(O)(C)(C)C.[Br:28][C:29]1[CH:30]=[C:31]([CH2:36][OH:37])[C:32]([CH3:35])=[N:33][CH:34]=1, predict the reaction product. The product is: [Br:28][C:29]1[CH:34]=[N:33][C:32]([CH3:35])=[C:31]([CH:30]=1)[CH:36]=[O:37].